This data is from Forward reaction prediction with 1.9M reactions from USPTO patents (1976-2016). The task is: Predict the product of the given reaction. (1) Given the reactants [NH2:1][C:2]1[C:3]([F:23])=[CH:4][C:5]([Cl:22])=[C:6]([NH:8][C:9]2[N:10]=[CH:11][C:12]3[N:17]=[C:16]([NH:18][C:19](=[O:21])[CH3:20])[S:15][C:13]=3[N:14]=2)[CH:7]=1.[C:24]([C:26]([C:29]1[CH:30]=[C:31]([CH:35]=[CH:36][CH:37]=1)[C:32](O)=[O:33])([CH3:28])[CH3:27])#[N:25].F[P-](F)(F)(F)(F)F.N1(OC(N(C)C)=[N+](C)C)C2N=CC=CC=2N=N1.C(=O)([O-])O.[Na+], predict the reaction product. The product is: [C:19]([NH:18][C:16]1[S:15][C:13]2[N:14]=[C:9]([NH:8][C:6]3[C:5]([Cl:22])=[CH:4][C:3]([F:23])=[C:2]([NH:1][C:32](=[O:33])[C:31]4[CH:35]=[CH:36][CH:37]=[C:29]([C:26]([C:24]#[N:25])([CH3:27])[CH3:28])[CH:30]=4)[CH:7]=3)[N:10]=[CH:11][C:12]=2[N:17]=1)(=[O:21])[CH3:20]. (2) Given the reactants Cl[C:2]1[CH:7]=[CH:6][N:5]=[C:4]2[N:8]([C:11]([O:13][C:14]([CH3:17])([CH3:16])[CH3:15])=[O:12])[CH:9]=[CH:10][C:3]=12.CC1(C)C(C)(C)OB([C:26]2[C:27]([O:32][C:33]3[CH:38]=[CH:37][C:36]([NH2:39])=[CH:35][CH:34]=3)=[N:28][CH:29]=[CH:30][CH:31]=2)O1.C(=O)([O-])[O-].[Na+].[Na+].C([PH+](C(C)(C)C)C(C)(C)C)(C)(C)C, predict the reaction product. The product is: [NH2:39][C:36]1[CH:37]=[CH:38][C:33]([O:32][C:27]2[C:26]([C:2]3[CH:7]=[CH:6][N:5]=[C:4]4[N:8]([C:11]([O:13][C:14]([CH3:17])([CH3:16])[CH3:15])=[O:12])[CH:9]=[CH:10][C:3]=34)=[CH:31][CH:30]=[CH:29][N:28]=2)=[CH:34][CH:35]=1.